Predict which catalyst facilitates the given reaction. From a dataset of Catalyst prediction with 721,799 reactions and 888 catalyst types from USPTO. Reactant: Br[CH2:2][C:3]1[CH:8]=[CH:7][CH:6]=[C:5]([CH2:9][Br:10])[CH:4]=1.[P:11]([O:18]CC)([O:15][CH2:16][CH3:17])[O:12][CH2:13][CH3:14].O. Product: [Br:10][CH2:9][C:5]1[CH:4]=[C:3]([CH:8]=[CH:7][CH:6]=1)[CH2:2][P:11](=[O:18])([O:15][CH2:16][CH3:17])[O:12][CH2:13][CH3:14]. The catalyst class is: 3.